From a dataset of Retrosynthesis with 50K atom-mapped reactions and 10 reaction types from USPTO. Predict the reactants needed to synthesize the given product. (1) Given the product C[C@H](NC(=O)OC(C)(C)C)C(=O)Nn1cccc1C(=O)NC1CC1, predict the reactants needed to synthesize it. The reactants are: COC(=O)c1cccn1NC(=O)[C@H](C)NC(=O)OC(C)(C)C.NC1CC1. (2) Given the product COc1ccc2c(c1)NC(=O)C2=Cc1[nH]c2c(c1CCC(=O)O)CCCC2, predict the reactants needed to synthesize it. The reactants are: COc1ccc2c(c1)NC(=O)C2.O=Cc1[nH]c2c(c1CCC(=O)O)CCCC2.